From a dataset of Forward reaction prediction with 1.9M reactions from USPTO patents (1976-2016). Predict the product of the given reaction. (1) Given the reactants [H-].[Na+].[C:3]([C:5]1[CH:6]=[C:7]2[C:15](=[CH:16][CH:17]=1)[NH:14][C:13]1[CH2:12][CH2:11][CH:10]([NH:18][C:19](=[O:23])[CH:20]([CH3:22])[CH3:21])[CH2:9][C:8]2=1)#[N:4].Cl[CH2:25][C:26]1[C:31]([F:32])=[CH:30][CH:29]=[CH:28][N:27]=1, predict the reaction product. The product is: [C:3]([C:5]1[CH:6]=[C:7]2[C:15](=[CH:16][CH:17]=1)[N:14]([CH2:25][C:26]1[C:31]([F:32])=[CH:30][CH:29]=[CH:28][N:27]=1)[C:13]1[CH2:12][CH2:11][CH:10]([NH:18][C:19](=[O:23])[CH:20]([CH3:21])[CH3:22])[CH2:9][C:8]2=1)#[N:4]. (2) Given the reactants CC1C2CCCC=2C2OC(CN)CC=2C=1.C(N(C(C)C)CC)(C)C.ClC(OCC1C=CC=CC=1)=O.[O:36]1[CH:40]([CH2:41][NH:42][C:43](=[O:52])[O:44][CH2:45][C:46]2[CH:51]=[CH:50][CH:49]=[CH:48][CH:47]=2)[CH2:39][C:38]2[CH:53]=[CH:54][C:55]3[CH2:56][CH2:57][CH2:58][CH2:59][C:60]=3[C:37]1=2, predict the reaction product. The product is: [CH3:57][C:56]1[C:55]2[CH2:54][CH2:58][CH2:59][C:60]=2[C:37]2[O:36][CH:40]([CH2:41][NH:42][C:43](=[O:52])[O:44][CH2:45][C:46]3[CH:47]=[CH:48][CH:49]=[CH:50][CH:51]=3)[CH2:39][C:38]=2[CH:53]=1. (3) Given the reactants C[O:2][C:3](=[O:17])[C:4]1[CH:9]=[CH:8][C:7]([C:10]2[CH:15]=[CH:14][CH:13]=[CH:12][C:11]=2[Cl:16])=[N:6][CH:5]=1.CO.O.O[Li].O, predict the reaction product. The product is: [Cl:16][C:11]1[CH:12]=[CH:13][CH:14]=[CH:15][C:10]=1[C:7]1[CH:8]=[CH:9][C:4]([C:3]([OH:17])=[O:2])=[CH:5][N:6]=1. (4) Given the reactants [S:1]=[C:2]1[NH:7][C:6]2[NH:8][C:9](=[O:12])[CH2:10][CH2:11][C:5]=2[C:4](=[O:13])[N:3]1[C:14]1[CH:19]=[CH:18][C:17]([O:20][CH2:21][C:22]([F:25])([F:24])[F:23])=[CH:16][CH:15]=1.C(=O)([O-])O.[Na+].I[CH2:32][CH3:33], predict the reaction product. The product is: [CH2:32]([S:1][C:2]1[N:3]([C:14]2[CH:15]=[CH:16][C:17]([O:20][CH2:21][C:22]([F:24])([F:23])[F:25])=[CH:18][CH:19]=2)[C:4](=[O:13])[C:5]2[CH2:11][CH2:10][C:9](=[O:12])[NH:8][C:6]=2[N:7]=1)[CH3:33]. (5) Given the reactants [NH2:1][C:2]1[C:7]([CH3:8])=[N:6][CH:5]=[CH:4][N:3]=1.CC#N.N1C=CC=CC=1.[C:18]1([O:24][C:25](Cl)=[O:26])[CH:23]=[CH:22][CH:21]=[CH:20][CH:19]=1, predict the reaction product. The product is: [CH3:8][C:7]1[C:2]([NH:1][C:25](=[O:26])[O:24][C:18]2[CH:23]=[CH:22][CH:21]=[CH:20][CH:19]=2)=[N:3][CH:4]=[CH:5][N:6]=1. (6) Given the reactants [C:1]1([OH:7])[CH:6]=[CH:5][CH:4]=[CH:3][CH:2]=1.Cl[S:9]([N:12]=C=O)(=[O:11])=[O:10], predict the reaction product. The product is: [C:1]1([O:7][S:9](=[O:11])(=[O:10])[NH2:12])[CH:6]=[CH:5][CH:4]=[CH:3][CH:2]=1.